Dataset: Full USPTO retrosynthesis dataset with 1.9M reactions from patents (1976-2016). Task: Predict the reactants needed to synthesize the given product. (1) Given the product [N:19]1[CH:20]=[CH:21][CH:22]=[C:17]([C:14]2[CH:15]=[C:16]3[C:8]([C:6]4[N:7]=[C:2]([NH:31][CH2:30][CH2:29][NH2:32])[CH:3]=[CH:4][CH:5]=4)=[N:9][NH:10][C:11]3=[CH:12][N:13]=2)[CH:18]=1, predict the reactants needed to synthesize it. The reactants are: F[C:2]1[N:7]=[C:6]([C:8]2[C:16]3[C:11](=[CH:12][N:13]=[C:14]([C:17]4[CH:18]=[N:19][CH:20]=[CH:21][CH:22]=4)[CH:15]=3)[N:10](C3CCCCO3)[N:9]=2)[CH:5]=[CH:4][CH:3]=1.[CH2:29]([NH2:32])[CH2:30][NH2:31]. (2) The reactants are: FC(F)(F)C1C=CC(OCC2C=CC(SC3C=CC(OCC(O)=O)=C(C)C=3)=CC=2)=CC=1.C([O:34][C:35](=[O:66])[CH2:36][O:37][C:38]1[CH:43]=[C:42]([CH3:44])[C:41]([S:45][C:46]2[CH:51]=[CH:50][C:49]([CH2:52][O:53][C:54]3[CH:59]=[CH:58][C:57]([C:60]([F:63])([F:62])[F:61])=[CH:56][CH:55]=3)=[CH:48][C:47]=2[Cl:64])=[CH:40][C:39]=1[CH3:65])C. Given the product [Cl:64][C:47]1[CH:48]=[C:49]([CH2:52][O:53][C:54]2[CH:55]=[CH:56][C:57]([C:60]([F:63])([F:61])[F:62])=[CH:58][CH:59]=2)[CH:50]=[CH:51][C:46]=1[S:45][C:41]1[C:42]([CH3:44])=[CH:43][C:38]([O:37][CH2:36][C:35]([OH:66])=[O:34])=[C:39]([CH3:65])[CH:40]=1, predict the reactants needed to synthesize it. (3) Given the product [NH2:29][C:11]1([C:14]([NH:15][CH:16]([C:21]2[CH:26]=[CH:25][C:24]([Cl:27])=[CH:23][CH:22]=2)[CH2:17][CH2:18][CH2:19][OH:20])=[O:28])[CH2:12][CH2:13][NH:8][CH2:9][CH2:10]1, predict the reactants needed to synthesize it. The reactants are: C(OC([N:8]1[CH2:13][CH2:12][C:11]([NH:29]C(OC(C)(C)C)=O)([C:14](=[O:28])[NH:15][CH:16]([C:21]2[CH:26]=[CH:25][C:24]([Cl:27])=[CH:23][CH:22]=2)[CH2:17][CH2:18][CH2:19][OH:20])[CH2:10][CH2:9]1)=O)(C)(C)C.Cl.